From a dataset of Full USPTO retrosynthesis dataset with 1.9M reactions from patents (1976-2016). Predict the reactants needed to synthesize the given product. Given the product [Br:8][C:6]1[N:7]=[C:2]([C:15]#[C:14][CH2:13][Si:12]([CH3:17])([CH3:16])[CH3:11])[C:3]([NH2:10])=[N:4][C:5]=1[Cl:9], predict the reactants needed to synthesize it. The reactants are: Br[C:2]1[C:3]([NH2:10])=[N:4][C:5]([Cl:9])=[C:6]([Br:8])[N:7]=1.[CH3:11][Si:12]([CH3:17])([CH3:16])[CH2:13][C:14]#[CH:15].